This data is from Catalyst prediction with 721,799 reactions and 888 catalyst types from USPTO. The task is: Predict which catalyst facilitates the given reaction. (1) Reactant: [CH2:1]([O:3][C:4]([C:6]1[CH:7]=[N:8][C:9]2[CH2:10][CH2:11][CH2:12][CH2:13][C:14]=2[C:15]=1O)=[O:5])[CH3:2].C([O-])([O-])=O.[Na+].[Na+].[OH-].[Na+].O=P(Cl)(Cl)[Cl:27]. Product: [CH2:1]([O:3][C:4]([C:6]1[CH:7]=[N:8][C:9]2[CH2:10][CH2:11][CH2:12][CH2:13][C:14]=2[C:15]=1[Cl:27])=[O:5])[CH3:2]. The catalyst class is: 25. (2) Reactant: [NH2:1][C:2]1[C:7]([NH2:8])=[CH:6][CH:5]=[C:4]([N+:9]([O-:11])=[O:10])[C:3]=1[CH3:12].[C:13](O)(=O)[CH3:14].Cl.[OH-].[NH4+]. Product: [CH3:13][C:14]1[NH:1][C:2]2[C:3]([CH3:12])=[C:4]([N+:9]([O-:11])=[O:10])[CH:5]=[CH:6][C:7]=2[N:8]=1. The catalyst class is: 6. (3) Reactant: [OH:1][C@H:2]([CH2:6][CH2:7][CH2:8][CH2:9][CH2:10][CH2:11][CH2:12][CH2:13][CH2:14][CH2:15][CH3:16])[CH2:3][C:4]#[N:5].[O:17]1[CH:22]=[CH:21][CH2:20][CH2:19][CH2:18]1.O1CCCC1.C1(C)C=CC(S([O-])(=O)=O)=CC=1.[NH+]1C=CC=CC=1. Product: [O:17]1[CH2:22][CH2:21][CH2:20][CH2:19][CH:18]1[O:1][C@H:2]([CH2:6][CH2:7][CH2:8][CH2:9][CH2:10][CH2:11][CH2:12][CH2:13][CH2:14][CH2:15][CH3:16])[CH2:3][C:4]#[N:5]. The catalyst class is: 805. (4) Reactant: [C:1]1([C:7]2[N:8]=[C:9]([NH:17][C:18](=[O:23])[C:19]([F:22])([F:21])[F:20])[C:10]([C:13]([O:15][CH3:16])=[O:14])=[N:11][CH:12]=2)[CH:6]=[CH:5][CH:4]=[CH:3][CH:2]=1.[C:24](=O)([O-])[O-].[K+].[K+].IC. Product: [C:1]1([C:7]2[N:8]=[C:9]([N:17]([CH3:24])[C:18](=[O:23])[C:19]([F:22])([F:20])[F:21])[C:10]([C:13]([O:15][CH3:16])=[O:14])=[N:11][CH:12]=2)[CH:2]=[CH:3][CH:4]=[CH:5][CH:6]=1. The catalyst class is: 31. (5) Reactant: [C:1]([C:4]1[CH:9]=[CH:8][CH:7]=[CH:6][N:5]=1)(=O)[CH3:2].[CH2:10]([N:12]1[C:16]2[CH:17]=[CH:18][CH:19]=[CH:20][C:15]=2[N:14]=[C:13]1[NH:21][NH2:22])[CH3:11]. Product: [CH2:10]([N:12]1[C:16]2[CH:17]=[CH:18][CH:19]=[CH:20][C:15]=2[N:14]=[C:13]1[NH:21][N:22]=[C:1]([C:4]1[CH:9]=[CH:8][CH:7]=[CH:6][N:5]=1)[CH3:2])[CH3:11]. The catalyst class is: 130. (6) Reactant: [NH2:1][C:2]1[CH:7]=[CH:6][CH:5]=[CH:4][C:3]=1[B:8]1[O:12][C:11]([CH3:14])([CH3:13])[C:10]([CH3:16])([CH3:15])[O:9]1.N1C=CC=CC=1.[Na+].[I-].[C:25]([O:29][C:30](=[O:34])[CH2:31][CH2:32]Br)([CH3:28])([CH3:27])[CH3:26]. Product: [C:25]([O:29][C:30](=[O:34])[CH2:31][CH2:32][NH:1][C:2]1[CH:7]=[CH:6][CH:5]=[CH:4][C:3]=1[B:8]1[O:12][C:11]([CH3:14])([CH3:13])[C:10]([CH3:16])([CH3:15])[O:9]1)([CH3:28])([CH3:27])[CH3:26]. The catalyst class is: 387.